The task is: Predict the reaction yield, written as a fraction of the theoretical maximum amount of product (1.0 means a 100% yield; for example, 0.34 means a 34% yield).. This data is from Reaction yield outcomes from USPTO patents with 853,638 reactions. (1) The reactants are [Cl:1][C:2]1[CH:9]=[CH:8][CH:7]=[C:6]([Cl:10])[C:3]=1[CH2:4]Cl.[Mg].[Cl:12][C:13]1[N:18]=[C:17](Cl)[CH:16]=[C:15]([Cl:20])[N:14]=1. The catalyst is BrCCBr. The product is [Cl:12][C:13]1[N:14]=[C:15]([Cl:20])[CH:16]=[C:17]([CH2:4][C:3]2[C:2]([Cl:1])=[CH:9][CH:8]=[CH:7][C:6]=2[Cl:10])[N:18]=1. The yield is 0.210. (2) The reactants are Br[CH2:2][C:3]([C:5]1[CH:10]=[CH:9][C:8]([CH3:11])=[CH:7][CH:6]=1)=[O:4].[C:12]([NH2:23])(=[O:22])[C:13]1[C:14](=[CH:18][CH:19]=[CH:20][CH:21]=1)[C:15](N)=[O:16].[K]. The catalyst is CN(C=O)C. The product is [O:4]=[C:3]([C:5]1[CH:10]=[CH:9][C:8]([CH3:11])=[CH:7][CH:6]=1)[CH2:2][N:23]1[C:12](=[O:22])[C:13]2[C:14](=[CH:18][CH:19]=[CH:20][CH:21]=2)[C:15]1=[O:16]. The yield is 0.940. (3) The reactants are [Br:1][C:2]1[CH:7]=[C:6]([N+:8]([O-:10])=[O:9])[CH:5]=[CH:4][C:3]=1[OH:11].C1(P(C2C=CC=CC=2)C2C=CC=CC=2)C=CC=CC=1.[F:31][C:32]1[CH:33]=[C:34]([CH:37]=[CH:38][CH:39]=1)[CH2:35]O.CC(OC(/N=N/C(OC(C)C)=O)=O)C. The catalyst is C1COCC1.O.CCOC(C)=O. The product is [Br:1][C:2]1[CH:7]=[C:6]([N+:8]([O-:10])=[O:9])[CH:5]=[CH:4][C:3]=1[O:11][CH2:35][C:34]1[CH:37]=[CH:38][CH:39]=[C:32]([F:31])[CH:33]=1. The yield is 0.680. (4) The reactants are [OH:1][C@H:2]1[CH2:7][CH2:6][C@H:5]([N:8]2[C:13](=[O:14])[C:12]([CH2:15][C:16]3[CH:21]=[CH:20][C:19]([C:22]4[C:23]([C:28]#[N:29])=[CH:24][CH:25]=[CH:26][CH:27]=4)=[CH:18][CH:17]=3)=[C:11]([CH2:30][CH2:31][CH3:32])[N:10]3[N:33]=[CH:34][CH:35]=[C:9]23)[CH2:4][CH2:3]1.[C:36]([O:39][C:40]([CH3:45])([CH3:44])[C:41](Cl)=[O:42])(=[O:38])[CH3:37].C(OCC)(=O)C.O. The catalyst is N1C=CC=CC=1. The product is [C:36]([O:39][C:40]([CH3:45])([CH3:44])[C:41]([O:1][C@H:2]1[CH2:3][CH2:4][C@H:5]([N:8]2[C:13](=[O:14])[C:12]([CH2:15][C:16]3[CH:21]=[CH:20][C:19]([C:22]4[CH:27]=[CH:26][CH:25]=[CH:24][C:23]=4[C:28]#[N:29])=[CH:18][CH:17]=3)=[C:11]([CH2:30][CH2:31][CH3:32])[N:10]3[N:33]=[CH:34][CH:35]=[C:9]23)[CH2:6][CH2:7]1)=[O:42])(=[O:38])[CH3:37]. The yield is 0.790. (5) The yield is 0.875. The catalyst is CN(C=O)C. The product is [CH2:28]([O:21][C:4]1[CH:5]=[C:6]2[C:11](=[C:2]([Cl:1])[CH:3]=1)[O:10][CH:9]([C:12]([F:15])([F:14])[F:13])[C:8]([C:16]([O:18][CH2:19][CH3:20])=[O:17])=[CH:7]2)[C:29]1[CH:34]=[CH:33][CH:32]=[CH:31][CH:30]=1. The reactants are [Cl:1][C:2]1[CH:3]=[C:4]([OH:21])[CH:5]=[C:6]2[C:11]=1[O:10][CH:9]([C:12]([F:15])([F:14])[F:13])[C:8]([C:16]([O:18][CH2:19][CH3:20])=[O:17])=[CH:7]2.C([O-])([O-])=O.[K+].[K+].[CH2:28](Br)[C:29]1[CH:34]=[CH:33][CH:32]=[CH:31][CH:30]=1.O. (6) The reactants are [Cl:1][C:2]1[CH:26]=[CH:25][C:5]([C:6]([N:8]2[CH2:13][CH2:12][CH:11]([CH2:14][O:15][C:16]3[CH:23]=[CH:22][CH:21]=[C:20](F)[C:17]=3[C:18]#[N:19])[CH2:10][CH2:9]2)=[O:7])=[CH:4][CH:3]=1.C(=O)(O)O.[NH2:31][C:32]([NH2:34])=[NH:33]. The catalyst is CC(N(C)C)=O. The product is [Cl:1][C:2]1[CH:3]=[CH:4][C:5]([C:6]([N:8]2[CH2:9][CH2:10][CH:11]([CH2:14][O:15][C:16]3[CH:23]=[CH:22][CH:21]=[C:20]4[C:17]=3[C:18]([NH2:19])=[N:33][C:32]([NH2:34])=[N:31]4)[CH2:12][CH2:13]2)=[O:7])=[CH:25][CH:26]=1. The yield is 0.590. (7) The reactants are [CH:1]1([C:4]2[CH:5]=[N:6][N:7]([CH3:18])[C:8]=2[C:9]2[CH:10]=[C:11]([C:14]([O:16]C)=[O:15])[S:12][CH:13]=2)[CH2:3][CH2:2]1.[OH-].[Na+]. The catalyst is O1CCCC1. The product is [CH:1]1([C:4]2[CH:5]=[N:6][N:7]([CH3:18])[C:8]=2[C:9]2[CH:10]=[C:11]([C:14]([OH:16])=[O:15])[S:12][CH:13]=2)[CH2:2][CH2:3]1. The yield is 0.950. (8) The reactants are [Br:1][C:2]1[N:10]([CH2:11][C:12]2[CH:17]=[CH:16][C:15]([Cl:18])=[CH:14][CH:13]=2)[C:9]2[C:8](=[O:19])[NH:7][C:6](=[O:20])[N:5]([CH3:21])[C:4]=2[N:3]=1.C(=O)([O-])[O-].[K+].[K+].Br[CH2:29][CH2:30][CH2:31][O:32][Si:33]([C:36]([CH3:39])([CH3:38])[CH3:37])([CH3:35])[CH3:34]. The catalyst is CCCC[N+](CCCC)(CCCC)CCCC.[I-].CN(C=O)C.O. The product is [Br:1][C:2]1[N:10]([CH2:11][C:12]2[CH:13]=[CH:14][C:15]([Cl:18])=[CH:16][CH:17]=2)[C:9]2[C:8](=[O:19])[N:7]([CH2:29][CH2:30][CH2:31][O:32][Si:33]([C:36]([CH3:37])([CH3:39])[CH3:38])([CH3:34])[CH3:35])[C:6](=[O:20])[N:5]([CH3:21])[C:4]=2[N:3]=1. The yield is 0.780.